The task is: Regression. Given two drug SMILES strings and cell line genomic features, predict the synergy score measuring deviation from expected non-interaction effect.. This data is from NCI-60 drug combinations with 297,098 pairs across 59 cell lines. (1) Drug 1: C(CN)CNCCSP(=O)(O)O. Drug 2: COCCOC1=C(C=C2C(=C1)C(=NC=N2)NC3=CC=CC(=C3)C#C)OCCOC.Cl. Cell line: PC-3. Synergy scores: CSS=8.67, Synergy_ZIP=-3.49, Synergy_Bliss=-4.62, Synergy_Loewe=-38.3, Synergy_HSA=-0.491. (2) Drug 1: C1C(C(OC1N2C=C(C(=O)NC2=O)F)CO)O. Drug 2: C1CN(P(=O)(OC1)NCCCl)CCCl. Cell line: A549. Synergy scores: CSS=43.3, Synergy_ZIP=1.55, Synergy_Bliss=1.07, Synergy_Loewe=-75.3, Synergy_HSA=0.659. (3) Drug 1: CC1=C(N=C(N=C1N)C(CC(=O)N)NCC(C(=O)N)N)C(=O)NC(C(C2=CN=CN2)OC3C(C(C(C(O3)CO)O)O)OC4C(C(C(C(O4)CO)O)OC(=O)N)O)C(=O)NC(C)C(C(C)C(=O)NC(C(C)O)C(=O)NCCC5=NC(=CS5)C6=NC(=CS6)C(=O)NCCC[S+](C)C)O. Drug 2: C1CN(CCN1C(=O)CCBr)C(=O)CCBr. Cell line: SF-268. Synergy scores: CSS=42.3, Synergy_ZIP=-4.83, Synergy_Bliss=-4.54, Synergy_Loewe=-25.2, Synergy_HSA=0.233. (4) Drug 1: C1CCC(CC1)NC(=O)N(CCCl)N=O. Drug 2: B(C(CC(C)C)NC(=O)C(CC1=CC=CC=C1)NC(=O)C2=NC=CN=C2)(O)O. Cell line: TK-10. Synergy scores: CSS=3.00, Synergy_ZIP=-2.37, Synergy_Bliss=3.67, Synergy_Loewe=2.66, Synergy_HSA=2.34. (5) Drug 1: C1=NC2=C(N=C(N=C2N1C3C(C(C(O3)CO)O)O)F)N. Drug 2: COC1=NC(=NC2=C1N=CN2C3C(C(C(O3)CO)O)O)N. Cell line: TK-10. Synergy scores: CSS=3.07, Synergy_ZIP=-0.966, Synergy_Bliss=-2.16, Synergy_Loewe=-0.354, Synergy_HSA=-0.759. (6) Drug 1: C1CCN(CC1)CCOC2=CC=C(C=C2)C(=O)C3=C(SC4=C3C=CC(=C4)O)C5=CC=C(C=C5)O. Drug 2: CC12CCC3C(C1CCC2O)C(CC4=C3C=CC(=C4)O)CCCCCCCCCS(=O)CCCC(C(F)(F)F)(F)F. Synergy scores: CSS=-2.96, Synergy_ZIP=6.33, Synergy_Bliss=4.73, Synergy_Loewe=1.93, Synergy_HSA=-1.94. Cell line: HL-60(TB).